Regression. Given a peptide amino acid sequence and an MHC pseudo amino acid sequence, predict their binding affinity value. This is MHC class I binding data. From a dataset of Peptide-MHC class I binding affinity with 185,985 pairs from IEDB/IMGT. (1) The peptide sequence is LPYPQPQL. The MHC is HLA-B07:02 with pseudo-sequence HLA-B07:02. The binding affinity (normalized) is 0.567. (2) The peptide sequence is ALTNAQFFV. The MHC is HLA-A02:01 with pseudo-sequence HLA-A02:01. The binding affinity (normalized) is 0.973.